From a dataset of Catalyst prediction with 721,799 reactions and 888 catalyst types from USPTO. Predict which catalyst facilitates the given reaction. (1) Reactant: [Br:1][C:2]1[CH:3]=[C:4]([CH2:13][OH:14])[CH:5]=[C:6]([O:8][C:9]([F:12])([F:11])[F:10])[CH:7]=1.CCN(C(C)C)C(C)C.[CH3:24][S:25](Cl)(=[O:27])=[O:26].OS([O-])(=O)=O.[K+]. Product: [CH3:24][S:25]([O:14][CH2:13][C:4]1[CH:5]=[C:6]([O:8][C:9]([F:11])([F:12])[F:10])[CH:7]=[C:2]([Br:1])[CH:3]=1)(=[O:27])=[O:26]. The catalyst class is: 2. (2) Reactant: [CH3:1][O-:2].[Na+].[N:4]1([C:9]2[CH:28]=[CH:27][C:12]([CH2:13][C:14]3[C:15](Cl)=[N:16][C:17]4[C:22]([C:23]=3[Cl:24])=[CH:21][C:20]([I:25])=[CH:19][CH:18]=4)=[CH:11][CH:10]=2)[CH:8]=[N:7][CH:6]=[N:5]1.ClCCl. Product: [N:4]1([C:9]2[CH:28]=[CH:27][C:12]([CH2:13][C:14]3[C:15]([O:2][CH3:1])=[N:16][C:17]4[C:22]([C:23]=3[Cl:24])=[CH:21][C:20]([I:25])=[CH:19][CH:18]=4)=[CH:11][CH:10]=2)[CH:8]=[N:7][CH:6]=[N:5]1. The catalyst class is: 11. (3) Reactant: Cl.[NH2:2][C@H:3]1[CH2:7][CH2:6][N:5]([C:8](=[O:23])[CH2:9][NH:10][C:11](=[O:22])[C:12]2[CH:17]=[CH:16][CH:15]=[C:14]([C:18]([F:21])([F:20])[F:19])[CH:13]=2)[CH2:4]1.[OH:24][C:25]1([C:32]2[CH:37]=[CH:36][C:35]([C:38]3[N:43]=[CH:42][CH:41]=[CH:40][N:39]=3)=[CH:34][N:33]=2)[CH2:30][CH2:29][C:28](=O)[CH2:27][CH2:26]1.C(N(CC)CC)C.C(O[BH-](OC(=O)C)OC(=O)C)(=O)C.[Na+]. Product: [OH:24][C:25]1([C:32]2[CH:37]=[CH:36][C:35]([C:38]3[N:39]=[CH:40][CH:41]=[CH:42][N:43]=3)=[CH:34][N:33]=2)[CH2:30][CH2:29][CH:28]([NH:2][C@H:3]2[CH2:7][CH2:6][N:5]([C:8](=[O:23])[CH2:9][NH:10][C:11](=[O:22])[C:12]3[CH:17]=[CH:16][CH:15]=[C:14]([C:18]([F:20])([F:21])[F:19])[CH:13]=3)[CH2:4]2)[CH2:27][CH2:26]1. The catalyst class is: 619. (4) Reactant: CO[C:3]([CH2:5][C:6]([CH2:8][C:9]([O:11][CH3:12])=[O:10])=[O:7])=[O:4].CC(C)([O-])C.[K+].[F:19][C:20]([F:24])([F:23])[C:21]#[N:22]. Product: [CH3:12][O:11][C:9]([C:8]1[C:6]([OH:7])=[CH:5][C:3](=[O:4])[NH:22][C:21]=1[C:20]([F:24])([F:23])[F:19])=[O:10]. The catalyst class is: 1.